Dataset: NCI-60 drug combinations with 297,098 pairs across 59 cell lines. Task: Regression. Given two drug SMILES strings and cell line genomic features, predict the synergy score measuring deviation from expected non-interaction effect. (1) Drug 1: CCC1(CC2CC(C3=C(CCN(C2)C1)C4=CC=CC=C4N3)(C5=C(C=C6C(=C5)C78CCN9C7C(C=CC9)(C(C(C8N6C=O)(C(=O)OC)O)OC(=O)C)CC)OC)C(=O)OC)O.OS(=O)(=O)O. Drug 2: CC1=C(C=C(C=C1)NC(=O)C2=CC=C(C=C2)CN3CCN(CC3)C)NC4=NC=CC(=N4)C5=CN=CC=C5. Cell line: OVCAR-8. Synergy scores: CSS=0.431, Synergy_ZIP=1.72, Synergy_Bliss=3.96, Synergy_Loewe=0.369, Synergy_HSA=0.358. (2) Drug 1: CN(CC1=CN=C2C(=N1)C(=NC(=N2)N)N)C3=CC=C(C=C3)C(=O)NC(CCC(=O)O)C(=O)O. Drug 2: CS(=O)(=O)OCCCCOS(=O)(=O)C. Cell line: K-562. Synergy scores: CSS=67.2, Synergy_ZIP=2.02, Synergy_Bliss=1.33, Synergy_Loewe=1.01, Synergy_HSA=2.65.